Dataset: Full USPTO retrosynthesis dataset with 1.9M reactions from patents (1976-2016). Task: Predict the reactants needed to synthesize the given product. (1) Given the product [Cl:1][CH2:2][C@H:3]1[O:7][C@@H:6]([N:8]2[C:17]3[N:16]=[CH:15][N:14]=[C:12]([NH2:13])[C:11]=3[N:10]=[C:9]2[NH:21][CH3:22])[C@H:5]([OH:19])[C@@H:4]1[OH:20], predict the reactants needed to synthesize it. The reactants are: [Cl:1][CH2:2][C@H:3]1[O:7][C@@H:6]([N:8]2[C:17]3[N:16]=[CH:15][N:14]=[C:12]([NH2:13])[C:11]=3[N:10]=[C:9]2C)[C@H:5]([OH:19])[C@@H:4]1[OH:20].[N:21]1C=CC=C[CH:22]=1.O=S(Cl)Cl. (2) Given the product [N:11]1([C:27]([O:26][C:23]([CH3:25])([CH3:24])[CH3:22])=[O:28])[CH2:16][CH2:15][CH2:14][C@@H:13]([C:17]([O:19][CH2:20][CH3:21])=[O:18])[CH2:12]1, predict the reactants needed to synthesize it. The reactants are: C(O)(=O)C(C(C(O)=O)O)O.[NH:11]1[CH2:16][CH2:15][CH2:14][C@@H:13]([C:17]([O:19][CH2:20][CH3:21])=[O:18])[CH2:12]1.[CH3:22][C:23]([O:26][C:27](O[C:27]([O:26][C:23]([CH3:25])([CH3:24])[CH3:22])=[O:28])=[O:28])([CH3:25])[CH3:24]. (3) Given the product [C:20]([C:18]1[C:17]2[CH:16]=[CH:15][CH:14]=[CH:13][C:12]=2[N:11]2[N:1]=[C:4]3[C:5]([CH:6]=[CH:7][CH:8]=[CH:9]3)=[C:10]2[CH:19]=1)([CH3:23])([CH3:22])[CH3:21], predict the reactants needed to synthesize it. The reactants are: [N+:1]([C:4]1[CH:9]=[CH:8][CH:7]=[CH:6][C:5]=1[C:10]1[CH:19]=[C:18]([C:20]([CH3:23])([CH3:22])[CH3:21])[C:17]2[C:12](=[CH:13][CH:14]=[CH:15][CH:16]=2)[N:11]=1)([O-])=O.C1(P(C2C=CC=CC=2)C2C=CC=CC=2)C=CC=CC=1. (4) Given the product [C:1]([O:5][C:6]([N:8]1[CH2:13][CH2:12][CH:11]([CH2:14][CH2:15][O:16][C:19](=[O:24])[C:20]([CH3:23])([CH3:22])[CH3:21])[CH2:10][CH2:9]1)=[O:7])([CH3:4])([CH3:3])[CH3:2], predict the reactants needed to synthesize it. The reactants are: [C:1]([O:5][C:6]([N:8]1[CH2:13][CH2:12][CH:11]([CH2:14][CH2:15][OH:16])[CH2:10][CH2:9]1)=[O:7])([CH3:4])([CH3:3])[CH3:2].[H-].[Na+].[C:19](Cl)(=[O:24])[C:20]([CH3:23])([CH3:22])[CH3:21].O. (5) Given the product [CH3:1][O:2][C:3]1[CH:12]=[C:11]2[C:6]([CH:7]=[CH:8][C:9]([NH2:20])=[CH:10]2)=[CH:5][CH:4]=1, predict the reactants needed to synthesize it. The reactants are: [CH3:1][O:2][C:3]1[CH:12]=[C:11]2[C:6]([CH:7]=[CH:8][C:9](O)=[CH:10]2)=[CH:5][CH:4]=1.OS([O-])=O.[Na+].[OH-].[NH4+:20]. (6) Given the product [C:1]([C:3]1[CH:8]=[CH:7][C:6]([NH:9][C:10](=[O:27])[C@H:11]([OH:26])[C@H:12]2[O:17][CH2:16][CH2:15][N:14]([C:18]3[CH:23]=[CH:22][C:21]([C:29]4[S:28][CH:32]=[CH:31][CH:30]=4)=[CH:20][CH:19]=3)[C:13]2=[O:25])=[CH:5][CH:4]=1)#[N:2], predict the reactants needed to synthesize it. The reactants are: [C:1]([C:3]1[CH:8]=[CH:7][C:6]([NH:9][C:10](=[O:27])[C@H:11]([OH:26])[C@H:12]2[O:17][CH2:16][CH2:15][N:14]([C:18]3[CH:23]=[CH:22][C:21](I)=[CH:20][CH:19]=3)[C:13]2=[O:25])=[CH:5][CH:4]=1)#[N:2].[S:28]1[CH:32]=[CH:31][CH:30]=[C:29]1B(O)O.C([O-])([O-])=O.[Cs+].[Cs+]. (7) Given the product [O:1]1[CH:5]=[N:4][C:3]([C:6]2[CH:10]=[CH:9][S:8][C:7]=2[NH:11][C:25](=[O:26])[CH2:24][N:19]2[C:20]3[C:15](=[CH:14][C:13]([F:12])=[C:22]([F:23])[CH:21]=3)[CH:16]=[CH:17][C:18]2=[O:28])=[N:2]1, predict the reactants needed to synthesize it. The reactants are: [O:1]1[CH:5]=[N:4][C:3]([C:6]2[CH:10]=[CH:9][S:8][C:7]=2[NH2:11])=[N:2]1.[F:12][C:13]1[CH:14]=[C:15]2[C:20](=[CH:21][C:22]=1[F:23])[N:19]([CH2:24][C:25](O)=[O:26])[C:18](=[O:28])[CH:17]=[CH:16]2. (8) Given the product [OH:23][CH2:10][CH2:9][C:7]1[CH:6]=[CH:5][C:4]([C:11]2[CH:12]=[CH:13][C:14]([C:17]([O:19][CH3:20])=[O:18])=[CH:15][CH:16]=2)=[C:3]([O:2][CH3:1])[CH:8]=1, predict the reactants needed to synthesize it. The reactants are: [CH3:1][O:2][C:3]1[CH:8]=[C:7]([CH:9]=[CH2:10])[CH:6]=[CH:5][C:4]=1[C:11]1[CH:16]=[CH:15][C:14]([C:17]([O:19][CH3:20])=[O:18])=[CH:13][CH:12]=1.B.C(=O)([O-])[O-:23].[Na+].[Na+].OO. (9) Given the product [CH3:24][C:25]1[CH:51]=[C:50]([CH3:52])[CH:49]=[CH:48][C:26]=1/[CH:27]=[CH:18]/[C:17]1[CH:16]=[C:15]([CH2:14][CH2:13][CH2:12][N:3]2[C:4](=[O:11])[C:5]3[C:10](=[CH:9][CH:8]=[CH:7][CH:6]=3)[C:2]2=[O:1])[CH:22]=[CH:21][CH:20]=1, predict the reactants needed to synthesize it. The reactants are: [O:1]=[C:2]1[C:10]2[C:5](=[CH:6][CH:7]=[CH:8][CH:9]=2)[C:4](=[O:11])[N:3]1[CH2:12][CH2:13][CH2:14][C:15]1[CH:16]=[C:17]([CH:20]=[CH:21][CH:22]=1)[CH:18]=O.[Br-].[CH3:24][C:25]1[CH:51]=[C:50]([CH3:52])[CH:49]=[CH:48][C:26]=1[CH2:27][P+](C1C=CC=CC=1)(C1C=CC=CC=1)C1C=CC=CC=1C. (10) Given the product [N:1]1([CH2:9][C:10]([C:12]2[CH:13]=[CH:14][C:15]([O:18][C:19]([F:20])([F:21])[F:22])=[CH:16][CH:17]=2)=[O:11])[CH:5]=[CH:4][CH:3]=[N:2]1, predict the reactants needed to synthesize it. The reactants are: [NH:1]1[CH:5]=[CH:4][CH:3]=[N:2]1.[H-].[Na+].Br[CH2:9][C:10]([C:12]1[CH:17]=[CH:16][C:15]([O:18][C:19]([F:22])([F:21])[F:20])=[CH:14][CH:13]=1)=[O:11].[Cl-].[NH4+].